From a dataset of Full USPTO retrosynthesis dataset with 1.9M reactions from patents (1976-2016). Predict the reactants needed to synthesize the given product. (1) Given the product [Cl:4][C:5]1[CH:6]=[C:7]([C:18](=[O:17])[CH3:19])[CH:10]=[C:11]([Cl:13])[CH:12]=1, predict the reactants needed to synthesize it. The reactants are: CI.[Mg].[Cl:4][C:5]1[CH:6]=[C:7]([CH:10]=[C:11]([Cl:13])[CH:12]=1)C#N.O.CC[O:17][CH2:18][CH3:19]. (2) The reactants are: [F:1][C:2]1[CH:28]=[CH:27][C:5]([CH2:6][N:7]2[CH2:10][CH:9]([S:11][C:12]3[C@H:13]([CH3:26])[C@@H:14]4[C@@H:21]([C@H:22]([OH:24])[CH3:23])[C:20](=[O:25])[N:15]4[C:16]=3[C:17]([O-:19])=[O:18])[CH2:8]2)=[CH:4][CH:3]=1.[K+].C(O)(=O)C. Given the product [F:1][C:2]1[CH:28]=[CH:27][C:5]([CH2:6][N:7]2[CH2:8][CH:9]([S:11][C:12]3[C@H:13]([CH3:26])[C@@H:14]4[C@@H:21]([C@H:22]([OH:24])[CH3:23])[C:20](=[O:25])[N:15]4[C:16]=3[C:17]([OH:19])=[O:18])[CH2:10]2)=[CH:4][CH:3]=1, predict the reactants needed to synthesize it.